This data is from Forward reaction prediction with 1.9M reactions from USPTO patents (1976-2016). The task is: Predict the product of the given reaction. (1) Given the reactants [CH2:1]([NH:3][C:4]1([C:8]([NH2:10])=[O:9])[CH2:7][NH:6][CH2:5]1)[CH3:2].C(N(C(C)C)CC)(C)C.Cl[C:21]1[N:26]2[N:27]=[C:28]([C:31]3[CH:36]=[CH:35][CH:34]=[CH:33][C:32]=3[Cl:37])[C:29]([I:30])=[C:25]2[N:24]=[C:23]([CH3:38])[N:22]=1, predict the reaction product. The product is: [Cl:37][C:32]1[CH:33]=[CH:34][CH:35]=[CH:36][C:31]=1[C:28]1[C:29]([I:30])=[C:25]2[N:24]=[C:23]([CH3:38])[N:22]=[C:21]([N:6]3[CH2:7][C:4]([NH:3][CH2:1][CH3:2])([C:8]([NH2:10])=[O:9])[CH2:5]3)[N:26]2[N:27]=1. (2) Given the reactants [Cl:1][C:2]1[C:7]([C:8]2[CH:13]=[CH:12][C:11]([C:14]([F:17])([F:16])[F:15])=[CH:10][CH:9]=2)=[CH:6][C:5]([C:18]2([C:23]([O:25]CC)=[O:24])[CH2:22][CH2:21][CH2:20][CH2:19]2)=[CH:4][C:3]=1[O:28][CH2:29][CH:30]1[CH2:32][CH2:31]1.[Li+].[OH-], predict the reaction product. The product is: [Cl:1][C:2]1[C:7]([C:8]2[CH:9]=[CH:10][C:11]([C:14]([F:17])([F:16])[F:15])=[CH:12][CH:13]=2)=[CH:6][C:5]([C:18]2([C:23]([OH:25])=[O:24])[CH2:19][CH2:20][CH2:21][CH2:22]2)=[CH:4][C:3]=1[O:28][CH2:29][CH:30]1[CH2:32][CH2:31]1. (3) Given the reactants [C:1]([OH:9])(=O)[C:2]1[CH:7]=[CH:6][N:5]=[CH:4][CH:3]=1.C1C=CC2N(O)N=NC=2C=1.CCN=C=NCCCN(C)C.[CH2:31]([O:33][C:34]1[CH:35]=[C:36]([CH:42]=[CH:43][C:44]=1[O:45][CH2:46][CH3:47])/[C:37](=[N:40]/[H])/[NH:38]O)[CH3:32].C([O-])(O)=O.[Na+], predict the reaction product. The product is: [CH2:31]([O:33][C:34]1[CH:35]=[C:36]([C:37]2[N:40]=[C:1]([C:2]3[CH:3]=[CH:4][N:5]=[CH:6][CH:7]=3)[O:9][N:38]=2)[CH:42]=[CH:43][C:44]=1[O:45][CH2:46][CH3:47])[CH3:32].